From a dataset of Forward reaction prediction with 1.9M reactions from USPTO patents (1976-2016). Predict the product of the given reaction. (1) Given the reactants [Cl:1][C:2]1[CH:3]=[C:4]([CH:8]=[CH:9][N:10]=1)[C:5](O)=[O:6].B, predict the reaction product. The product is: [Cl:1][C:2]1[CH:3]=[C:4]([CH2:5][OH:6])[CH:8]=[CH:9][N:10]=1. (2) Given the reactants [C:1]1([C:7]2[N:11]([CH2:12][C:13]([O:15]C)=[O:14])[C:10]3[CH:17]=[CH:18][CH:19]=[CH:20][C:9]=3[N:8]=2)[CH:6]=[CH:5][CH:4]=[CH:3][CH:2]=1.[OH-].[Na+], predict the reaction product. The product is: [C:1]1([C:7]2[N:11]([CH2:12][C:13]([OH:15])=[O:14])[C:10]3[CH:17]=[CH:18][CH:19]=[CH:20][C:9]=3[N:8]=2)[CH:2]=[CH:3][CH:4]=[CH:5][CH:6]=1. (3) The product is: [C:1]([N:8]1[C:29]2[CH2:30][CH2:25][NH:23][CH2:27][C:28]=2[S:31][CH2:13]1)([O:3][C:4]([CH3:7])([CH3:6])[CH3:5])=[O:2].[CH3:24][CH2:21][C:19]([O-:18])=[O:20]. Given the reactants [C:1]([N:8]1[CH2:13]CC(=O)C(Br)C1)([O:3][C:4]([CH3:7])([CH3:6])[CH3:5])=[O:2].CC[O:18][C:19]([C:21]([NH2:23])=S)=[O:20].[CH3:24][C:25]1[CH:30]=[CH:29][C:28]([S:31]([O-])(=O)=O)=[CH:27]C=1.C1C=C[NH+]=CC=1, predict the reaction product.